Dataset: Reaction yield outcomes from USPTO patents with 853,638 reactions. Task: Predict the reaction yield, written as a fraction of the theoretical maximum amount of product (1.0 means a 100% yield; for example, 0.34 means a 34% yield). The reactants are Cl[CH2:2][CH2:3][CH2:4][CH2:5][S:6]([NH:9][C:10]1[C:18]2[N:17]=[CH:16][NH:15][C:14]=2[CH:13]=[C:12]([C:19]([O:21][CH3:22])=[O:20])[CH:11]=1)(=[O:8])=[O:7].CCN(CC)CC. The catalyst is CCO. The product is [O:7]=[S:6]1(=[O:8])[CH2:5][CH2:4][CH2:3][CH2:2][N:9]1[C:10]1[C:18]2[N:17]=[CH:16][NH:15][C:14]=2[CH:13]=[C:12]([C:19]([O:21][CH3:22])=[O:20])[CH:11]=1. The yield is 0.250.